This data is from Full USPTO retrosynthesis dataset with 1.9M reactions from patents (1976-2016). The task is: Predict the reactants needed to synthesize the given product. (1) Given the product [CH3:26][C:13]1[CH:14]=[CH:15][C:16]([NH:18][C:19]([C:21]2[S:22][CH:23]=[CH:24][CH:25]=2)=[O:20])=[CH:17][C:12]=1[C:9]1[CH:10]=[CH:11][C:6]([C:4]([OH:5])=[O:3])=[CH:7][CH:8]=1, predict the reactants needed to synthesize it. The reactants are: C([O:3][C:4]([C:6]1[CH:11]=[CH:10][C:9]([C:12]2[CH:17]=[C:16]([NH:18][C:19]([C:21]3[S:22][CH:23]=[CH:24][CH:25]=3)=[O:20])[CH:15]=[CH:14][C:13]=2[CH3:26])=[CH:8][CH:7]=1)=[O:5])C. (2) Given the product [CH3:6][C:5]([NH:8][CH2:9][C:10]([N:12]1[CH2:16][CH2:15][CH2:14][C@H:13]1[C:17]#[N:18])=[O:11])([CH3:7])[CH2:4][NH:3][CH3:19], predict the reactants needed to synthesize it. The reactants are: Cl.Cl.[NH2:3][CH2:4][C:5]([NH:8][CH2:9][C:10]([N:12]1[CH2:16][CH2:15][CH2:14][C@H:13]1[C:17]#[N:18])=[O:11])([CH3:7])[CH3:6].[CH:19](OC1C=CC([N+]([O-])=O)=CC=1)=O.C(=O)([O-])[O-].[K+].[K+].